Dataset: Forward reaction prediction with 1.9M reactions from USPTO patents (1976-2016). Task: Predict the product of the given reaction. (1) Given the reactants Cl[C:2]1[N:7]=[C:6]([NH:8][CH3:9])[N:5]=[C:4]([N:10]2[C:19]3[C:14](=[CH:15][C:16]([C:20]([NH:22][CH2:23][C:24]4[CH:29]=[CH:28][C:27]([Cl:30])=[CH:26][C:25]=4[Cl:31])=[O:21])=[CH:17][CH:18]=3)[CH2:13][CH2:12][CH2:11]2)[N:3]=1.[Cl:32][C:33]1[CH:38]=[CH:37][C:36](B(O)O)=[CH:35][CH:34]=1.C([O-])([O-])=O.[Na+].[Na+], predict the reaction product. The product is: [Cl:32][C:33]1[CH:38]=[CH:37][C:36]([C:2]2[N:7]=[C:6]([NH:8][CH3:9])[N:5]=[C:4]([N:10]3[C:19]4[C:14](=[CH:15][C:16]([C:20]([NH:22][CH2:23][C:24]5[CH:29]=[CH:28][C:27]([Cl:30])=[CH:26][C:25]=5[Cl:31])=[O:21])=[CH:17][CH:18]=4)[CH2:13][CH2:12][CH2:11]3)[N:3]=2)=[CH:35][CH:34]=1. (2) Given the reactants C([O:5][C:6](=[O:45])[CH2:7][O:8][C:9]1[C:14]([C:15]2[CH:20]=[CH:19][CH:18]=[C:17]([CH3:21])[CH:16]=2)=[CH:13][C:12]([C:22](=[O:37])[NH:23][CH2:24][CH2:25][CH2:26][CH2:27][CH2:28][CH2:29][CH2:30][C:31]2[CH:36]=[CH:35][CH:34]=[CH:33][CH:32]=2)=[CH:11][C:10]=1[C:38]1[CH:43]=[CH:42][CH:41]=[C:40]([CH3:44])[CH:39]=1)(C)(C)C, predict the reaction product. The product is: [CH3:21][C:17]1[CH:16]=[C:15]([C:14]2[CH:13]=[C:12]([C:22](=[O:37])[NH:23][CH2:24][CH2:25][CH2:26][CH2:27][CH2:28][CH2:29][CH2:30][C:31]3[CH:32]=[CH:33][CH:34]=[CH:35][CH:36]=3)[CH:11]=[C:10]([C:38]3[CH:43]=[CH:42][CH:41]=[C:40]([CH3:44])[CH:39]=3)[C:9]=2[O:8][CH2:7][C:6]([OH:45])=[O:5])[CH:20]=[CH:19][CH:18]=1. (3) Given the reactants [Br:1][C:2]1[CH:3]=[C:4]2[C:8](=[CH:9][CH:10]=1)[N:7]([S:11]([C:14]1[CH:19]=[CH:18][CH:17]=[CH:16][CH:15]=1)(=[O:13])=[O:12])[C:6]([C:20]([O:22][CH2:23][CH3:24])=[O:21])=[C:5]2[S:25]([NH:28][CH2:29][CH2:30][NH:31][C:32]1[CH:37]=[CH:36][C:35]([O:38][CH3:39])=[CH:34][CH:33]=1)(=[O:27])=[O:26].[C:40](Cl)(=[O:42])[CH3:41].C(N(CC)CC)C, predict the reaction product. The product is: [C:40]([N:31]([C:32]1[CH:33]=[CH:34][C:35]([O:38][CH3:39])=[CH:36][CH:37]=1)[CH2:30][CH2:29][NH:28][S:25]([C:5]1[C:4]2[C:8](=[CH:9][CH:10]=[C:2]([Br:1])[CH:3]=2)[N:7]([S:11]([C:14]2[CH:19]=[CH:18][CH:17]=[CH:16][CH:15]=2)(=[O:12])=[O:13])[C:6]=1[C:20]([O:22][CH2:23][CH3:24])=[O:21])(=[O:26])=[O:27])(=[O:42])[CH3:41]. (4) The product is: [Cl:16][C:17]1[CH:22]=[C:21]([CH2:10][C:9]2[CH:12]=[CH:13][CH:14]=[C:7]([Cl:6])[C:8]=2[F:15])[N:20]=[CH:19][N:18]=1. Given the reactants [Cl-].C[SiH](C)C.[Cl:6][C:7]1[C:8]([F:15])=[C:9]([CH:12]=[CH:13][CH:14]=1)[CH2:10]Br.[Cl:16][C:17]1[CH:22]=[C:21](Cl)[N:20]=[CH:19][N:18]=1.O, predict the reaction product. (5) Given the reactants [Cl:1][C:2]1[C:11]2[C:6](=[CH:7][CH:8]=[CH:9][C:10]=2[O:12][CH:13]2[CH2:18][CH2:17][N:16]([CH3:19])[CH2:15][CH2:14]2)[N:5]=[CH:4][N:3]=1.[Cl:20][C:21]1[CH:22]=[C:23]([CH:25]=[CH:26][C:27]=1[O:28][CH2:29][C:30]1[N:31]([CH3:35])[CH:32]=[CH:33][N:34]=1)[NH2:24], predict the reaction product. The product is: [ClH:1].[Cl:20][C:21]1[CH:22]=[C:23]([CH:25]=[CH:26][C:27]=1[O:28][CH2:29][C:30]1[N:31]([CH3:35])[CH:32]=[CH:33][N:34]=1)[NH:24][C:2]1[C:11]2[C:6](=[CH:7][CH:8]=[CH:9][C:10]=2[O:12][CH:13]2[CH2:18][CH2:17][N:16]([CH3:19])[CH2:15][CH2:14]2)[N:5]=[CH:4][N:3]=1. (6) Given the reactants [OH:1][C@H:2]1[CH2:26][C@@H:25]([C:27]2[CH:32]=[CH:31][CH:30]=[CH:29][CH:28]=2)[O:24][C:4]2([CH2:9][CH2:8][N:7]([C:10]([C:12]3[CH:17]=[CH:16][C:15]([O:18][CH:19]([CH3:21])[CH3:20])=[C:14]([O:22][CH3:23])[CH:13]=3)=[O:11])[CH2:6][CH2:5]2)[CH2:3]1.[H-].[Na+].IC.[C:37](OCC)(=O)C, predict the reaction product. The product is: [CH:19]([O:18][C:15]1[CH:16]=[CH:17][C:12]([C:10]([N:7]2[CH2:8][CH2:9][C:4]3([O:24][C@H:25]([C:27]4[CH:28]=[CH:29][CH:30]=[CH:31][CH:32]=4)[CH2:26][C@H:2]([O:1][CH3:37])[CH2:3]3)[CH2:5][CH2:6]2)=[O:11])=[CH:13][C:14]=1[O:22][CH3:23])([CH3:20])[CH3:21]. (7) Given the reactants [Cl:1][C:2]1[CH:13]=[C:12]([Cl:14])[CH:11]=[CH:10][C:3]=1[CH:4]=[C:5]([C:8]#[N:9])[C:6]#[N:7].[C:15]([C:18]1[CH:23]=[CH:22][CH:21]=[CH:20][CH:19]=1)(=O)[CH3:16].C([O-])(=O)C.[NH4+:28].C1(C)C=CC=CC=1, predict the reaction product. The product is: [NH2:9][C:8]1[N:28]=[C:15]([C:18]2[CH:23]=[CH:22][CH:21]=[CH:20][CH:19]=2)[CH:16]=[C:4]([C:3]2[CH:10]=[CH:11][C:12]([Cl:14])=[CH:13][C:2]=2[Cl:1])[C:5]=1[C:6]#[N:7]. (8) The product is: [Cl:1][C:2]1[N:11]=[CH:10][C:9]2[N:8]([CH2:12][C:13]([NH:44][C:45]([C:46]#[N:47])([CH3:49])[CH3:48])=[O:15])[CH2:7][C@@H:6]3[CH2:16][O:17][CH2:18][CH2:19][N:5]3[C:4]=2[N:3]=1. Given the reactants [Cl:1][C:2]1[N:11]=[CH:10][C:9]2[N:8]([CH2:12][C:13]([OH:15])=O)[CH2:7][C@@H:6]3[CH2:16][O:17][CH2:18][CH2:19][N:5]3[C:4]=2[N:3]=1.CN(C(ON1N=NC2C=CC=NC1=2)=[N+](C)C)C.F[P-](F)(F)(F)(F)F.[NH2:44][C:45]([CH3:49])([CH3:48])[C:46]#[N:47].C(N(CC)CC)C, predict the reaction product. (9) The product is: [Si:7]([O:6][CH2:5][C@H:4]([CH:14]1[CH2:15][CH2:16][O:17][CH2:18][CH2:19]1)[NH2:1])([C:10]([CH3:13])([CH3:12])[CH3:11])([CH3:9])[CH3:8]. Given the reactants [N:1]([C@@H:4]([CH:14]1[CH2:19][CH2:18][O:17][CH2:16][CH2:15]1)[CH2:5][O:6][Si:7]([C:10]([CH3:13])([CH3:12])[CH3:11])([CH3:9])[CH3:8])=[N+]=[N-], predict the reaction product.